Predict the product of the given reaction. From a dataset of Forward reaction prediction with 1.9M reactions from USPTO patents (1976-2016). Given the reactants N[C:2]1[C:3]([C:13]#[N:14])=[CH:4][C:5]([CH3:12])=[C:6]([CH:11]=1)[C:7]([O:9][CH3:10])=[O:8].[I:15]CI.N(OCCC(C)C)=O, predict the reaction product. The product is: [C:13]([C:3]1[C:2]([I:15])=[CH:11][C:6]([C:7]([O:9][CH3:10])=[O:8])=[C:5]([CH3:12])[CH:4]=1)#[N:14].